From a dataset of Forward reaction prediction with 1.9M reactions from USPTO patents (1976-2016). Predict the product of the given reaction. (1) Given the reactants CON(C)[C:4]([C:6]1[N:7]=[CH:8][N:9]([C:11]2[CH:12]=[C:13]([C:17]3[CH:22]=[CH:21][CH:20]=[CH:19][C:18]=3[Cl:23])[CH:14]=[CH:15][CH:16]=2)[CH:10]=1)=[O:5].Br[C:26]1[CH:31]=[C:30]([CH3:32])[CH:29]=[CH:28][N:27]=1, predict the reaction product. The product is: [Cl:23][C:18]1[CH:19]=[CH:20][CH:21]=[CH:22][C:17]=1[C:13]1[CH:14]=[CH:15][CH:16]=[C:11]([N:9]2[CH:10]=[C:6]([C:4]([C:26]3[CH:31]=[C:30]([CH3:32])[CH:29]=[CH:28][N:27]=3)=[O:5])[N:7]=[CH:8]2)[CH:12]=1. (2) Given the reactants [CH2:1]([N:3]1[C:12]2[C:7](=[CH:8][C:9]([F:19])=[C:10]([N:13]3[CH2:18][CH2:17][NH:16][CH2:15][CH2:14]3)[CH:11]=2)[C:6](=[O:20])[C:5]([C:21]([OH:23])=[O:22])=[CH:4]1)[CH3:2].C(N([CH2:29][CH3:30])CC)C.C([CH:33](Cl)[C:34]1[CH:39]=[CH:38][CH:37]=[CH:36][CH:35]=1)=C, predict the reaction product. The product is: [CH2:1]([N:3]1[C:12]2[C:7](=[CH:8][C:9]([F:19])=[C:10]([N:13]3[CH2:18][CH2:17][N:16]([CH2:33][C:34]4[CH:39]=[CH:38][C:37]([CH:29]=[CH2:30])=[CH:36][CH:35]=4)[CH2:15][CH2:14]3)[CH:11]=2)[C:6](=[O:20])[C:5]([C:21]([OH:23])=[O:22])=[CH:4]1)[CH3:2]. (3) The product is: [OH:19][CH:18]=[C:3]1[CH2:4][CH2:5][C:6]2[C:7]3[C:12](=[CH:11][CH:10]=[C:9]([C:15]([OH:17])=[O:16])[CH:8]=3)[NH:13][C:14]=2[C:2]1=[O:1]. Given the reactants [O:1]=[C:2]1[C:14]2[NH:13][C:12]3[C:7](=[CH:8][C:9]([C:15]([OH:17])=[O:16])=[CH:10][CH:11]=3)[C:6]=2[CH2:5][CH2:4][CH2:3]1.[CH:18](OCC)=[O:19].Cl, predict the reaction product. (4) Given the reactants [C:1]1([CH:7]([C:21]2[CH:26]=[CH:25][CH:24]=[CH:23][CH:22]=2)[CH2:8][CH2:9][N:10]2[CH:15]=[CH:14][CH:13]=[C:12]([C:16]([O:18]C)=[O:17])[C:11]2=[O:20])[CH:6]=[CH:5][CH:4]=[CH:3][CH:2]=1.[OH-].[Na+], predict the reaction product. The product is: [C:21]1([CH:7]([C:1]2[CH:6]=[CH:5][CH:4]=[CH:3][CH:2]=2)[CH2:8][CH2:9][N:10]2[CH:15]=[CH:14][CH:13]=[C:12]([C:16]([OH:18])=[O:17])[C:11]2=[O:20])[CH:22]=[CH:23][CH:24]=[CH:25][CH:26]=1. (5) Given the reactants [CH2:1]([O:3][C:4](=[O:17])[CH2:5][N:6]1[C:14]2[C:9](=[CH:10][C:11]([F:15])=[CH:12][CH:13]=2)[CH:8]=[C:7]1[CH3:16])[CH3:2].[C:18]1([S:24]([C:27]2[CH:28]=[C:29]([CH:32]=[CH:33][N:34]=2)C=O)(=[O:26])=[O:25])[CH:23]=[CH:22][CH:21]=[CH:20][CH:19]=1.[Si](OS(C(F)(F)F)(=O)=O)(C)(C)[CH3:36].C([SiH](CC)CC)C, predict the reaction product. The product is: [CH2:1]([O:3][C:4](=[O:17])[CH2:5][N:6]1[C:14]2[C:9](=[CH:10][C:11]([F:15])=[CH:12][CH:13]=2)[C:8]([CH2:36][C:28]2[C:27]([S:24]([C:18]3[CH:19]=[CH:20][CH:21]=[CH:22][CH:23]=3)(=[O:25])=[O:26])=[N:34][CH:33]=[CH:32][CH:29]=2)=[C:7]1[CH3:16])[CH3:2].